The task is: Predict the product of the given reaction.. This data is from Forward reaction prediction with 1.9M reactions from USPTO patents (1976-2016). (1) Given the reactants [F-].C([N+](CCCC)(CCCC)CCCC)CCC.[C:19]([O:23][C:24]([N:26]1[CH2:31][CH2:30][CH:29]([CH2:32][CH:33]([O:44][Si](C)(C)C)[CH2:34][CH2:35][C:36]2[CH:41]=[CH:40][N:39]=[C:38]([C:42]#[N:43])[CH:37]=2)[CH2:28][CH2:27]1)=[O:25])([CH3:22])([CH3:21])[CH3:20].CCOCC, predict the reaction product. The product is: [C:19]([O:23][C:24]([N:26]1[CH2:27][CH2:28][CH:29]([CH2:32][CH:33]([OH:44])[CH2:34][CH2:35][C:36]2[CH:41]=[CH:40][N:39]=[C:38]([C:42]#[N:43])[CH:37]=2)[CH2:30][CH2:31]1)=[O:25])([CH3:22])([CH3:20])[CH3:21]. (2) Given the reactants [Cl:1][C:2]1[N:10]=[C:9]2[C:5]([N:6]=[CH:7][N:8]2[C@@H:11]2[CH2:15][C@H:14]([N:16]3[CH:20]=[C:19]([CH2:21][OH:22])[CH:18]=[N:17]3)[CH:13]=[CH:12]2)=[C:4](Cl)[N:3]=1.[C:24]1([CH:30]([C:33]2[CH:38]=[CH:37][CH:36]=[CH:35][CH:34]=2)[CH2:31][NH2:32])[CH:29]=[CH:28][CH:27]=[CH:26][CH:25]=1.CCN(C(C)C)C(C)C, predict the reaction product. The product is: [Cl:1][C:2]1[N:10]=[C:9]2[C:5]([N:6]=[CH:7][N:8]2[C@@H:11]2[CH2:15][C@H:14]([N:16]3[CH:20]=[C:19]([CH2:21][OH:22])[CH:18]=[N:17]3)[CH:13]=[CH:12]2)=[C:4]([NH:32][CH2:31][CH:30]([C:24]2[CH:29]=[CH:28][CH:27]=[CH:26][CH:25]=2)[C:33]2[CH:38]=[CH:37][CH:36]=[CH:35][CH:34]=2)[N:3]=1. (3) Given the reactants [NH2:1][C:2]1[CH:11]=[CH:10][C:5]([C:6]([O:8][CH3:9])=[O:7])=[CH:4][C:3]=1[I:12].[CH3:13][C:14](=[CH2:17])[CH:15]=O.Cl.C([O-])(O)=O.[Na+], predict the reaction product. The product is: [I:12][C:3]1[CH:4]=[C:5]([C:6]([O:8][CH3:9])=[O:7])[CH:10]=[C:11]2[C:2]=1[N:1]=[CH:15][C:14]([CH3:17])=[CH:13]2.